This data is from Catalyst prediction with 721,799 reactions and 888 catalyst types from USPTO. The task is: Predict which catalyst facilitates the given reaction. (1) Reactant: [F:1][C:2]([F:17])([S:13]([O-:16])(=[O:15])=[O:14])[C:3]([F:12])([F:11])[C:4]([F:10])([F:9])[C:5]([F:8])([F:7])[F:6].O[C:19]1[CH:24]=[CH:23][C:22]([S+:25]([C:32]2[CH:37]=[CH:36][CH:35]=[CH:34][CH:33]=2)[C:26]2[CH:31]=[CH:30][CH:29]=[CH:28][CH:27]=2)=[CH:21][CH:20]=1.[C:38](=[O:41])([O-])[O-].[K+].[K+].CN(C)[CH2:46][CH2:47]N(C)C.[CH:52]([O:54][CH2:55][CH2:56][CH2:57][CH2:58][CH2:59]CCCCl)=[CH2:53]. Product: [F:17][C:2]([F:1])([S:13]([O-:16])(=[O:15])=[O:14])[C:3]([F:11])([F:12])[C:4]([F:10])([F:9])[C:5]([F:8])([F:7])[F:6].[CH:52]([O:54][CH:55]([CH2:56][CH2:57][CH2:58][CH3:59])[CH2:46][CH2:47][CH2:38][O:41][SH+:25]([C:22]1[CH:21]=[CH:20][CH:19]=[CH:24][CH:23]=1)([C:26]1[CH:27]=[CH:28][CH:29]=[CH:30][CH:31]=1)[C:32]1[CH:33]=[CH:34][CH:35]=[CH:36][CH:37]=1)=[CH2:53]. The catalyst class is: 16. (2) Reactant: [NH2:1][C:2]1[CH:7]=[C:6]([O:8][C:9]([F:12])([F:11])[F:10])[CH:5]=[CH:4][C:3]=1[NH:13][C:14](=O)[CH2:15][CH2:16][CH:17]1[CH2:20][CH:19]([N:21]([CH2:23][C@@H:24]2[C@@H:31]3[C@@H:27]([O:28][C:29]([CH3:33])([CH3:32])[O:30]3)[C@H:26]([N:34]3[CH:42]=[N:41][C:40]4[C:35]3=[N:36][CH:37]=[N:38][C:39]=4[NH2:43])[O:25]2)[CH3:22])[CH2:18]1. Product: [CH3:32][C:29]1([CH3:33])[O:30][C@@H:31]2[C@@H:24]([CH2:23][N:21]([CH3:22])[CH:19]3[CH2:18][CH:17]([CH2:16][CH2:15][C:14]4[NH:13][C:3]5[CH:4]=[CH:5][C:6]([O:8][C:9]([F:11])([F:12])[F:10])=[CH:7][C:2]=5[N:1]=4)[CH2:20]3)[O:25][C@@H:26]([N:34]3[CH:42]=[N:41][C:40]4[C:35]3=[N:36][CH:37]=[N:38][C:39]=4[NH2:43])[C@@H:27]2[O:28]1. The catalyst class is: 52. (3) Reactant: [H-].[Na+].[CH3:3][S:4]([NH2:7])(=[O:6])=[O:5].[Cl:8][C:9]1[CH:10]=[C:11]([C:33](O)=[O:34])[CH:12]=[C:13]2[C:18]=1[NH:17][CH:16]([C:19]1[CH:24]=[CH:23][CH:22]=[C:21]([N:25]3[CH2:30][CH2:29][O:28][CH2:27][CH2:26]3)[CH:20]=1)[C:15]([CH3:32])([CH3:31])[CH2:14]2.C(N1C=CN=C1)(N1C=CN=C1)=O. Product: [Cl:8][C:9]1[CH:10]=[C:11]([C:33]([NH:7][S:4]([CH3:3])(=[O:6])=[O:5])=[O:34])[CH:12]=[C:13]2[C:18]=1[NH:17][CH:16]([C:19]1[CH:24]=[CH:23][CH:22]=[C:21]([N:25]3[CH2:26][CH2:27][O:28][CH2:29][CH2:30]3)[CH:20]=1)[C:15]([CH3:31])([CH3:32])[CH2:14]2. The catalyst class is: 9. (4) Reactant: [CH2:1]([O:8][C:9](=[O:26])[CH2:10][NH:11][CH:12]1[CH:19]2[CH2:20][C:15]3([C:22]([O:24]C)=[O:23])[CH2:16][CH:17]([CH2:21][CH:13]1[CH2:14]3)[CH2:18]2)[C:2]1[CH:7]=[CH:6][CH:5]=[CH:4][CH:3]=1.CO.[OH-].[Na+]. Product: [CH2:1]([O:8][C:9](=[O:26])[CH2:10][NH:11][CH:12]1[CH:19]2[CH2:20][C:15]3([C:22]([OH:24])=[O:23])[CH2:16][CH:17]([CH2:21][CH:13]1[CH2:14]3)[CH2:18]2)[C:2]1[CH:7]=[CH:6][CH:5]=[CH:4][CH:3]=1. The catalyst class is: 7. (5) Reactant: [CH:1]1([C:4]([NH:6][C:7]2[S:8][C:9]3[C:14]([N:15]=2)=[CH:13][CH:12]=[C:11]([O:16][C:17]2[CH:18]=[C:19]([NH:24]C(=O)OCC4C=CC=CC=4)[CH:20]=[CH:21][C:22]=2[CH3:23])[N:10]=3)=[O:5])[CH2:3][CH2:2]1.CN1CCCC1=O.C([O-])=O.[NH4+]. Product: [NH2:24][C:19]1[CH:20]=[CH:21][C:22]([CH3:23])=[C:17]([CH:18]=1)[O:16][C:11]1[N:10]=[C:9]2[S:8][C:7]([NH:6][C:4]([CH:1]3[CH2:3][CH2:2]3)=[O:5])=[N:15][C:14]2=[CH:13][CH:12]=1. The catalyst class is: 178. (6) Reactant: [NH2:1][C:2]1([CH2:24][C:25]2[CH:30]=[CH:29][CH:28]=[CH:27][CH:26]=2)[CH2:6][CH2:5][O:4][CH:3]1[O:7][CH2:8][C:9]1[CH:14]=[C:13]([Cl:15])[N:12]=[C:11]([N:16]([CH2:21][CH2:22][CH3:23])[S:17]([CH3:20])(=[O:19])=[O:18])[CH:10]=1.C(N(C(C)C)CC)(C)C.[C:40](O[C:40]([O:42][C:43]([CH3:46])([CH3:45])[CH3:44])=[O:41])([O:42][C:43]([CH3:46])([CH3:45])[CH3:44])=[O:41]. Product: [CH2:24]([C:2]1([NH:1][C:40](=[O:41])[O:42][C:43]([CH3:46])([CH3:45])[CH3:44])[CH2:6][CH2:5][O:4][CH:3]1[O:7][CH2:8][C:9]1[CH:10]=[C:11]([N:16]([S:17]([CH3:20])(=[O:19])=[O:18])[CH2:21][CH2:22][CH3:23])[N:12]=[C:13]([Cl:15])[CH:14]=1)[C:25]1[CH:26]=[CH:27][CH:28]=[CH:29][CH:30]=1. The catalyst class is: 1.